This data is from Forward reaction prediction with 1.9M reactions from USPTO patents (1976-2016). The task is: Predict the product of the given reaction. (1) Given the reactants [Cl:1][S:2]([OH:5])(=O)=[O:3].[C:6]([NH:9][C:10]1[S:11][CH:12]=[C:13]([CH3:18])[C:14]=1[C:15]([NH2:17])=[O:16])(=[O:8])[CH3:7], predict the reaction product. The product is: [C:6]([NH:9][C:10]1[S:11][C:12]([S:2]([Cl:1])(=[O:5])=[O:3])=[C:13]([CH3:18])[C:14]=1[C:15](=[O:16])[NH2:17])(=[O:8])[CH3:7]. (2) Given the reactants Cl[C:2]1[C:11]2[CH:10]=[C:9]([C:12]#[N:13])[CH:8]=[CH:7][C:6]=2[N:5]=[C:4]2[CH2:14][N:15]([CH2:18][CH3:19])[C:16](=[O:17])[C:3]=12.Cl.[Cl:21][C:22]1[CH:23]=[C:24]([CH:27]=[CH:28][C:29]=1[O:30][CH3:31])[CH2:25][NH2:26], predict the reaction product. The product is: [Cl:21][C:22]1[CH:23]=[C:24]([CH:27]=[CH:28][C:29]=1[O:30][CH3:31])[CH2:25][NH:26][C:2]1[C:11]2[CH:10]=[C:9]([C:12]#[N:13])[CH:8]=[CH:7][C:6]=2[N:5]=[C:4]2[CH2:14][N:15]([CH2:18][CH3:19])[C:16](=[O:17])[C:3]=12. (3) Given the reactants [F:1][C:2]1[CH:10]=[C:9]2[C:5]([C:6]([C:20]3[CH:21]=[N:22][NH:23][CH:24]=3)=[CH:7][N:8]2[S:11]([C:14]2[CH:19]=[CH:18][CH:17]=[CH:16][CH:15]=2)(=[O:13])=[O:12])=[CH:4][CH:3]=1.C([O-])([O-])=O.[Cs+].[Cs+].CS(O[CH2:36][CH:37]1[CH2:42][CH2:41][N:40]([C:43]([O:45][C:46]([CH3:49])([CH3:48])[CH3:47])=[O:44])[CH2:39][CH2:38]1)(=O)=O.O, predict the reaction product. The product is: [F:1][C:2]1[CH:10]=[C:9]2[C:5]([C:6]([C:20]3[CH:24]=[N:23][N:22]([CH2:36][CH:37]4[CH2:42][CH2:41][N:40]([C:43]([O:45][C:46]([CH3:47])([CH3:49])[CH3:48])=[O:44])[CH2:39][CH2:38]4)[CH:21]=3)=[CH:7][N:8]2[S:11]([C:14]2[CH:15]=[CH:16][CH:17]=[CH:18][CH:19]=2)(=[O:12])=[O:13])=[CH:4][CH:3]=1. (4) Given the reactants [Cl:1][C:2]1[CH:3]=[C:4]([O:14][CH2:15][C:16]2[CH:21]=[CH:20][CH:19]=[CH:18][CH:17]=2)[CH:5]=[C:6]([Cl:13])[C:7]=1[O:8][CH2:9][CH2:10][CH2:11]Br.[C:22]([OH:30])(=[O:29])[C:23]1[CH:28]=[CH:27][CH:26]=[CH:25][CH:24]=1.C(=O)([O-])[O-:32].[K+].[K+].CN(C)C=O, predict the reaction product. The product is: [Cl:1][C:2]1[CH:3]=[C:4]([O:14][C:15](=[O:32])[C:16]2[CH:21]=[CH:20][CH:19]=[CH:18][CH:17]=2)[CH:5]=[C:6]([Cl:13])[C:7]=1[O:8][CH2:9][CH2:10][CH2:11][O:29][C:22](=[O:30])[C:23]1[CH:28]=[CH:27][CH:26]=[CH:25][CH:24]=1. (5) Given the reactants [OH:1][B:2]1[C:6]2[CH:7]=[C:8]([NH:11][S:12]([C:15]3[CH:20]=[CH:19][C:18]([O:21]C)=[CH:17][C:16]=3[CH3:23])(=[O:14])=[O:13])[CH:9]=[CH:10][C:5]=2[CH2:4][O:3]1.B(Br)(Br)Br.O, predict the reaction product. The product is: [OH:21][C:18]1[CH:19]=[CH:20][C:15]([S:12]([NH:11][C:8]2[CH:9]=[CH:10][C:5]3[CH2:4][O:3][B:2]([OH:1])[C:6]=3[CH:7]=2)(=[O:13])=[O:14])=[C:16]([CH3:23])[CH:17]=1. (6) The product is: [F:1][C:2]1[CH:7]=[CH:6][CH:5]=[CH:4][C:3]=1[C@H:8]1[CH2:9][O:10][C@@H:11]([CH3:14])[CH2:12][N:13]1[C:16]1[N:17]=[CH:18][C:19]2[O:20][CH2:21][C:22](=[O:26])[NH:23][C:24]=2[N:25]=1. Given the reactants [F:1][C:2]1[CH:7]=[CH:6][CH:5]=[CH:4][C:3]=1[C@H:8]1[NH:13][CH2:12][C@@H:11]([CH3:14])[O:10][CH2:9]1.Cl[C:16]1[N:17]=[CH:18][C:19]2[O:20][CH2:21][C:22](=[O:26])[NH:23][C:24]=2[N:25]=1, predict the reaction product. (7) Given the reactants [F:1][C:2]1[CH:3]=[CH:4][CH:5]=[C:6]2[C:10]=1[N:9]([C@H:11]1[C:15]3[CH:16]=[CH:17][CH:18]=[CH:19][C:14]=3[O:13][C@H:12]1[CH2:20]O)[CH2:8][C:7]2([CH3:23])[CH3:22].C1(C)C=CC(S(Cl)(=O)=O)=CC=1.Cl.[N:36]1[CH:41]=CC=C[CH:37]=1, predict the reaction product. The product is: [F:1][C:2]1[CH:3]=[CH:4][CH:5]=[C:6]2[C:10]=1[N:9]([C@H:11]1[C:15]3[CH:16]=[CH:17][CH:18]=[CH:19][C:14]=3[O:13][C@@H:12]1[CH2:20][N:36]([CH3:41])[CH3:37])[CH2:8][C:7]2([CH3:23])[CH3:22].